From a dataset of Catalyst prediction with 721,799 reactions and 888 catalyst types from USPTO. Predict which catalyst facilitates the given reaction. Reactant: [N+:1]([C:4]1[CH:5]=[C:6]([B:10]([OH:12])[OH:11])[CH:7]=[CH:8][CH:9]=1)([O-])=O.[Mg]. Product: [NH2:1][C:4]1[CH:5]=[C:6]([B:10]([OH:12])[OH:11])[CH:7]=[CH:8][CH:9]=1. The catalyst class is: 1.